From a dataset of Reaction yield outcomes from USPTO patents with 853,638 reactions. Predict the reaction yield, written as a fraction of the theoretical maximum amount of product (1.0 means a 100% yield; for example, 0.34 means a 34% yield). (1) The reactants are [F:1][C:2]1[CH:32]=[C:31]([F:33])[CH:30]=[CH:29][C:3]=1[O:4][C:5]1[C:10]([C:11]2[C:19]3[C:14](=[C:15]([O:20]C)[N:16]=[CH:17][CH:18]=3)[N:13]([CH3:22])[CH:12]=2)=[CH:9][C:8]([NH:23][S:24]([CH3:27])(=[O:26])=[O:25])=[C:7]([F:28])[CH:6]=1.Cl.O1CCOCC1. No catalyst specified. The product is [F:1][C:2]1[CH:32]=[C:31]([F:33])[CH:30]=[CH:29][C:3]=1[O:4][C:5]1[C:10]([C:11]2[C:19]3[CH:18]=[CH:17][NH:16][C:15](=[O:20])[C:14]=3[N:13]([CH3:22])[CH:12]=2)=[CH:9][C:8]([NH:23][S:24]([CH3:27])(=[O:26])=[O:25])=[C:7]([F:28])[CH:6]=1. The yield is 0.680. (2) The reactants are [CH:1]([NH:14][C:15](=[O:30])[O:16][CH:17]1[CH2:22][CH2:21][N:20](CC2C=CC=CC=2)[CH2:19][CH2:18]1)([C:8]1[CH:13]=[CH:12][CH:11]=[CH:10][CH:9]=1)[C:2]1[CH:7]=[CH:6][CH:5]=[CH:4][CH:3]=1.C(O)=O. The catalyst is CO.[Pd]. The product is [CH:1]([NH:14][C:15](=[O:30])[O:16][CH:17]1[CH2:22][CH2:21][NH:20][CH2:19][CH2:18]1)([C:2]1[CH:7]=[CH:6][CH:5]=[CH:4][CH:3]=1)[C:8]1[CH:9]=[CH:10][CH:11]=[CH:12][CH:13]=1. The yield is 0.780.